Task: Binary classification across 12 toxicity assays.. Dataset: Tox21: 12 toxicity assays (nuclear receptors and stress response pathways) It tested positive (active) for: NR-AhR (Aryl hydrocarbon Receptor agonist activity). The molecule is COc1ccc(/C=N\NC(=O)c2ccncc2)c(C(=O)O)c1OC.